Predict the reaction yield, written as a fraction of the theoretical maximum amount of product (1.0 means a 100% yield; for example, 0.34 means a 34% yield). From a dataset of Reaction yield outcomes from USPTO patents with 853,638 reactions. (1) The reactants are [H-].[H-].[H-].[H-].[Li+].[Al+3].C(OC(C1NC2C(C=1)=C([N+]([O-])=O)C=CC=2)=O)C.C(O[C:27]([C:29]1[NH:30][C:31]2[C:36]([CH:37]=1)=[CH:35][CH:34]=[C:33]([N+:38]([O-])=O)[CH:32]=2)=O)C.[OH-].[Na+]. The yield is 0.0800. The product is [CH3:27][C:29]1[NH:30][C:31]2[C:36]([CH:37]=1)=[CH:35][CH:34]=[C:33]([NH2:38])[CH:32]=2. The catalyst is C1COCC1.O. (2) The reactants are [CH:1]1([CH2:6][C:7]([OH:9])=O)[CH2:5][CH2:4][CH:3]=[CH:2]1.C(N(CC)C(C)C)(C)C.[F:19][C:20]1[CH:25]=[C:24]([N:26]2[CH2:31][CH2:30][O:29][CH2:28][CH2:27]2)[CH:23]=[C:22]([F:32])[C:21]=1[NH2:33].C(OCC)(=O)C. The catalyst is CN(C)C=O. The product is [CH:1]1([CH2:6][C:7]([NH:33][C:21]2[C:20]([F:19])=[CH:25][C:24]([N:26]3[CH2:31][CH2:30][O:29][CH2:28][CH2:27]3)=[CH:23][C:22]=2[F:32])=[O:9])[CH2:5][CH2:4][CH:3]=[CH:2]1. The yield is 0.710. (3) The reactants are [CH2:1]([C:13]1[CH:19]=[CH:18][C:16]([NH2:17])=CC=1)[CH2:2][CH2:3]CCCCCCCCC.[NH:20]1[CH:24]=[CH:23][N:22]=[CH:21]1.C(Cl)(=O)C=C.C([O-])(O)=O.[Na+].C([N:37](CC)CC)C. The catalyst is C1COCC1.ClCCl. The product is [CH2:13]1[CH2:1][CH2:2][CH2:3][N:17]([CH2:24][CH2:23][N:22]=[C:21]([NH2:37])[NH2:20])[CH2:16][CH2:18][CH2:19]1. The yield is 0.950. (4) The reactants are [F:1][C:2]([F:24])([F:23])[C:3]1[CH:4]=[C:5]([C:13]2[N:17]=[CH:16][N:15](/[CH:18]=[CH:19]\[C:20]([OH:22])=O)[N:14]=2)[CH:6]=[C:7]([C:9]([F:12])([F:11])[F:10])[CH:8]=1.[NH:25]1[CH2:30][CH2:29][CH2:28][CH:27]([C:31]([NH:33][NH2:34])=[O:32])[CH2:26]1.C(P1(=O)OP(CCC)(=O)OP(CCC)(=O)O1)CC.CCN(C(C)C)C(C)C. The catalyst is C1COCC1.CCOC(C)=O. The product is [F:11][C:9]([F:10])([F:12])[C:7]1[CH:6]=[C:5]([C:13]2[N:17]=[CH:16][N:15](/[CH:18]=[CH:19]\[C:20]([NH:34][NH:33][C:31]([CH:27]3[CH2:28][CH2:29][CH2:30][NH:25][CH2:26]3)=[O:32])=[O:22])[N:14]=2)[CH:4]=[C:3]([C:2]([F:23])([F:24])[F:1])[CH:8]=1. The yield is 0.0240. (5) The reactants are [CH3:1][O:2][C:3]([NH:5][C:6]1[NH:32][C:9]2=[N:10][CH:11]=[C:12]([C:14]3[CH:15]=[CH:16][C:17]4[O:23][CH2:22][CH2:21][N:20](C(OC(C)(C)C)=O)[CH2:19][C:18]=4[CH:31]=3)[CH:13]=[C:8]2[N:7]=1)=[O:4].C(#N)C.[ClH:36]. The catalyst is O1CCOCC1. The product is [ClH:36].[O:23]1[C:17]2[CH:16]=[CH:15][C:14]([C:12]3[CH:13]=[C:8]4[NH:7][C:6]([NH:5][C:3](=[O:4])[O:2][CH3:1])=[N:32][C:9]4=[N:10][CH:11]=3)=[CH:31][C:18]=2[CH2:19][NH:20][CH2:21][CH2:22]1. The yield is 1.00. (6) The reactants are [NH2:1][C:2]1[CH:3]=[C:4]([C:15]([OH:17])=[O:16])[CH:5]=[C:6]([C:8]2[CH:13]=[CH:12][C:11]([Cl:14])=[CH:10][CH:9]=2)[CH:7]=1.[CH3:18][O:19][C:20]1[N:25]=[C:24]([O:26][CH3:27])[C:23]([C:28]2[CH:37]=[C:36]3[C:31]([C:32](Cl)=[C:33]([C:38]([NH2:40])=[O:39])[CH:34]=[N:35]3)=[CH:30][CH:29]=2)=[CH:22][N:21]=1. The catalyst is C(O)(=O)C.O. The product is [NH2:40][C:38]([C:33]1[CH:34]=[N:35][C:36]2[C:31]([C:32]=1[NH:1][C:2]1[CH:3]=[C:4]([C:15]([OH:17])=[O:16])[CH:5]=[C:6]([C:8]3[CH:9]=[CH:10][C:11]([Cl:14])=[CH:12][CH:13]=3)[CH:7]=1)=[CH:30][CH:29]=[C:28]([C:23]1[C:24]([O:26][CH3:27])=[N:25][C:20]([O:19][CH3:18])=[N:21][CH:22]=1)[CH:37]=2)=[O:39]. The yield is 0.216. (7) The reactants are [Cl:1][C:2]1[CH:3]=[C:4]([CH2:9][OH:10])[CH:5]=[C:6]([Cl:8])[CH:7]=1.N1C(C)=CC=CC=1C.O([Si:27]([CH:34]([CH3:36])[CH3:35])([CH:31]([CH3:33])[CH3:32])[CH:28]([CH3:30])[CH3:29])S(C(F)(F)F)(=O)=O. The catalyst is C(Cl)Cl.O. The product is [Cl:1][C:2]1[CH:3]=[C:4]([CH:5]=[C:6]([Cl:8])[CH:7]=1)[CH2:9][O:10][Si:27]([CH:34]([CH3:36])[CH3:35])([CH:31]([CH3:33])[CH3:32])[CH:28]([CH3:30])[CH3:29]. The yield is 0.790.